This data is from Reaction yield outcomes from USPTO patents with 853,638 reactions. The task is: Predict the reaction yield, written as a fraction of the theoretical maximum amount of product (1.0 means a 100% yield; for example, 0.34 means a 34% yield). (1) The yield is 0.700. The catalyst is ClCCl.C(#N)C.C(N(CC)CC)C. The product is [CH2:1]([N:8]([CH2:24][C@H:25]([OH:46])[CH2:26][O:27][C:28]1[CH:33]=[CH:32][C:31]([O:34][CH2:35][C:36]2[CH:37]=[CH:38][CH:39]=[CH:40][CH:41]=2)=[C:30]([S:42]([CH3:45])(=[O:43])=[O:44])[CH:29]=1)[C@H:9]1[CH2:10][CH2:11][C@H:12]([C:15]2[CH:16]=[CH:17][C:18]([C:19]([NH:75][CH2:74][C:73]3[CH:76]=[CH:77][C:70]([F:69])=[CH:71][CH:72]=3)=[O:20])=[CH:22][CH:23]=2)[CH2:13][CH2:14]1)[C:2]1[CH:3]=[CH:4][CH:5]=[CH:6][CH:7]=1. The reactants are [CH2:1]([N:8]([CH2:24][C@H:25]([OH:46])[CH2:26][O:27][C:28]1[CH:33]=[CH:32][C:31]([O:34][CH2:35][C:36]2[CH:41]=[CH:40][CH:39]=[CH:38][CH:37]=2)=[C:30]([S:42]([CH3:45])(=[O:44])=[O:43])[CH:29]=1)[C@H:9]1[CH2:14][CH2:13][C@H:12]([C:15]2[CH:23]=[CH:22][C:18]([C:19](O)=[O:20])=[CH:17][CH:16]=2)[CH2:11][CH2:10]1)[C:2]1[CH:7]=[CH:6][CH:5]=[CH:4][CH:3]=1.ON1C2C=CC=CC=2N=N1.Cl.C(N=C=NCCCN(C)C)C.[F:69][C:70]1[CH:77]=[CH:76][C:73]([CH2:74][NH2:75])=[CH:72][CH:71]=1. (2) The reactants are [Br:1][C:2]1[CH:3]=[C:4]2[C:9](Cl)=[C:8]([C:11]([NH2:13])=[O:12])[CH:7]=[N:6][N:5]2[CH:14]=1.[NH2:15][C@@H:16]1[CH2:20][CH2:19][C@@:18]([CH3:22])([OH:21])[C:17]1([CH3:24])[CH3:23].CCN(C(C)C)C(C)C. The catalyst is CC#N. The product is [Br:1][C:2]1[CH:3]=[C:4]2[C:9]([NH:15][C@@H:16]3[CH2:20][CH2:19][C@:18]([OH:21])([CH3:22])[C:17]3([CH3:24])[CH3:23])=[C:8]([C:11]([NH2:13])=[O:12])[CH:7]=[N:6][N:5]2[CH:14]=1. The yield is 0.860. (3) The reactants are Cl.Cl[C:3]1[N:16]2[C:7](=[N:8][C:9]3[C:14]([C:15]2=[O:17])=[C:13]([F:18])[CH:12]=[CH:11][CH:10]=3)[C:6]2[CH:19]=[CH:20][N:21]([S:22]([C:25]3[CH:30]=[CH:29][C:28]([CH3:31])=[CH:27][CH:26]=3)(=[O:24])=[O:23])[C:5]=2[N:4]=1.[CH3:32][N:33]([CH2:35][C:36]([N:38]1[C:46]2[C:41](=[CH:42][C:43]([O:48][CH3:49])=[C:44]([NH2:47])[CH:45]=2)[CH2:40][C@H:39]1[CH3:50])=[O:37])[CH3:34].[NH4+:51].[OH-].C([O-])(O)=O.[Na+]. The catalyst is FC(F)(F)CO.CCOC(C)=O. The product is [CH3:34][N:33]([CH3:32])[CH2:35][C:36]([N:38]1[C:46]2[C:41](=[CH:42][C:43]([O:48][CH3:49])=[C:44]([NH:47][C:3]3[N:16]=[C:7]([NH:8][C:9]4[CH:10]=[CH:11][CH:12]=[C:13]([F:18])[C:14]=4[C:15]([NH2:51])=[O:17])[C:6]4[CH:19]=[CH:20][N:21]([S:22]([C:25]5[CH:30]=[CH:29][C:28]([CH3:31])=[CH:27][CH:26]=5)(=[O:24])=[O:23])[C:5]=4[N:4]=3)[CH:45]=2)[CH2:40][C@H:39]1[CH3:50])=[O:37]. The yield is 0.580. (4) The reactants are [CH3:1][C:2]1[N:7]=[C:6]([C:8]2[CH:13]=[CH:12][CH:11]=[C:10]([C:14]3[CH:15]=[C:16]([S:20](Cl)(=[O:22])=[O:21])[CH:17]=[CH:18][CH:19]=3)[N:9]=2)[CH:5]=[C:4]([C:24]2[CH:29]=[CH:28][C:27]([C:30]([F:33])([F:32])[F:31])=[CH:26][CH:25]=2)[CH:3]=1.[NH:34]1[CH2:39][CH2:38][CH:37]([O:40][C:41]2[CH:46]=[CH:45][N:44]=[CH:43][CH:42]=2)[CH2:36][CH2:35]1. The catalyst is C1COCC1.CCOC(C)=O. The product is [CH3:1][C:2]1[N:7]=[C:6]([C:8]2[CH:13]=[CH:12][CH:11]=[C:10]([C:14]3[CH:19]=[CH:18][CH:17]=[C:16]([S:20]([N:44]4[CH2:45][CH2:46][CH:41]([O:40][C:37]5[CH:38]=[CH:39][N:34]=[CH:35][CH:36]=5)[CH2:42][CH2:43]4)(=[O:22])=[O:21])[CH:15]=3)[N:9]=2)[CH:5]=[C:4]([C:24]2[CH:29]=[CH:28][C:27]([C:30]([F:33])([F:32])[F:31])=[CH:26][CH:25]=2)[CH:3]=1. The yield is 0.500. (5) The reactants are [C:1]1([C:7]2[CH:12]=[C:11]([CH:13]3[CH2:18][NH:17][C:16](=[O:19])[NH:15][CH2:14]3)[CH:10]=[CH:9][C:8]=2[NH:20][C:21]([C:23]2[N:24](COCC[Si](C)(C)C)[CH:25]=[C:26]([C:28]#[N:29])[N:27]=2)=[O:22])[CH2:6][CH2:5][CH2:4][CH2:3][CH:2]=1.CCO.[C:41]([OH:47])([C:43]([F:46])([F:45])[F:44])=[O:42]. The catalyst is C(Cl)Cl. The product is [F:44][C:43]([F:46])([F:45])[C:41]([OH:47])=[O:42].[C:1]1([C:7]2[CH:12]=[C:11]([CH:13]3[CH2:18][NH:17][C:16](=[O:19])[NH:15][CH2:14]3)[CH:10]=[CH:9][C:8]=2[NH:20][C:21]([C:23]2[NH:24][CH:25]=[C:26]([C:28]#[N:29])[N:27]=2)=[O:22])[CH2:6][CH2:5][CH2:4][CH2:3][CH:2]=1. The yield is 0.0800. (6) The reactants are [OH-:1].[K+].Cl.[NH2:4]O.[CH3:6][C:7]1([C:12]2[CH:19]=[CH:18][C:15]([C:16]#[N:17])=[CH:14][CH:13]=2)[O:11][CH2:10][CH2:9][O:8]1. The catalyst is CO. The product is [OH:1][NH:17][C:16]([C:15]1[CH:18]=[CH:19][C:12]([C:7]2([CH3:6])[O:8][CH2:9][CH2:10][O:11]2)=[CH:13][CH:14]=1)=[NH:4]. The yield is 0.860.